Dataset: Reaction yield outcomes from USPTO patents with 853,638 reactions. Task: Predict the reaction yield, written as a fraction of the theoretical maximum amount of product (1.0 means a 100% yield; for example, 0.34 means a 34% yield). (1) The reactants are [CH3:1][Sn:2]([CH3:8])([CH3:7])[Sn:2]([CH3:8])([CH3:7])[CH3:1].Br[C:10]1[CH:15]=[C:14]([CH:16]=[CH:17][C:18]2[S:19][CH:20]=[C:21]3[O:26][CH2:25][CH2:24][O:23][C:22]=23)[CH:13]=[CH:12][N:11]=1.C1(C)C=CC=CC=1.O. The catalyst is C1C=CC([P]([Pd]([P](C2C=CC=CC=2)(C2C=CC=CC=2)C2C=CC=CC=2)([P](C2C=CC=CC=2)(C2C=CC=CC=2)C2C=CC=CC=2)[P](C2C=CC=CC=2)(C2C=CC=CC=2)C2C=CC=CC=2)(C2C=CC=CC=2)C2C=CC=CC=2)=CC=1.CCOC(C)=O. The product is [CH2:24]1[CH2:25][O:26][C:21]2[C:22](=[C:18]([CH:17]=[CH:16][C:14]3[CH:13]=[CH:12][N:11]=[C:10]([Sn:2]([CH3:8])([CH3:7])[CH3:1])[CH:15]=3)[S:19][CH:20]=2)[O:23]1. The yield is 0.870. (2) The reactants are F[C:2]1[N:7]=[C:6]([CH2:8][N:9]2[C:13]3=[N:14][C:15]([NH:18][C:19]4[CH:20]=[N:21][N:22]([CH3:24])[CH:23]=4)=[N:16][CH:17]=[C:12]3[CH:11]=[N:10]2)[CH:5]=[CH:4][CH:3]=1.O1CCOCC1.[NH:31]1[CH2:35][CH2:34][CH2:33][CH2:32]1. No catalyst specified. The product is [CH3:24][N:22]1[CH:23]=[C:19]([NH:18][C:15]2[N:14]=[C:13]3[N:9]([CH2:8][C:6]4[CH:5]=[CH:4][CH:3]=[C:2]([N:31]5[CH2:35][CH2:34][CH2:33][CH2:32]5)[N:7]=4)[N:10]=[CH:11][C:12]3=[CH:17][N:16]=2)[CH:20]=[N:21]1. The yield is 0.330. (3) The reactants are [Br:1][C:2]1[C:6]2[N:7]=[CH:8][NH:9][C:10](=O)[C:5]=2[NH:4][CH:3]=1.O=P(Cl)(Cl)[Cl:14].C(=O)([O-])[O-].[K+].[K+]. No catalyst specified. The product is [Br:1][C:2]1[C:6]2[N:7]=[CH:8][N:9]=[C:10]([Cl:14])[C:5]=2[NH:4][CH:3]=1. The yield is 0.930. (4) The reactants are [Br:1][C:2]1[CH:3]=[C:4]([C:7]2([CH3:34])[CH2:15][C:11]3([CH2:14][O:13][CH2:12]3)[S:10][C:9]([NH:16]C(=O)OCC3C4C=CC=CC=4C4C3=CC=CC=4)=[N:8]2)[S:5][CH:6]=1.N1CCCCC1. The catalyst is C(Cl)Cl. The product is [Br:1][C:2]1[CH:3]=[C:4]([C:7]2([CH3:34])[CH2:15][C:11]3([CH2:14][O:13][CH2:12]3)[S:10][C:9]([NH2:16])=[N:8]2)[S:5][CH:6]=1. The yield is 0.347. (5) The reactants are F.F.F.C(N(CC)CC)C.C(N(CC)CC)C.[Si]([O:35][CH2:36][C@H:37]1[O:41][C@@H:40]([N:42]2[CH:49]=[C:48]([CH3:50])[C:46](=[O:47])[NH:45][C:43]2=[O:44])[C@H:39]([O:51][CH2:52][CH2:53][O:54][N:55]([CH3:57])[CH3:56])[C@@H:38]1[OH:58])(C(C)(C)C)(C1C=CC=CC=1)C1C=CC=CC=1.CO. The catalyst is C1COCC1.C(Cl)Cl. The product is [CH3:56][N:55]([CH3:57])[O:54][CH2:53][CH2:52][O:51][C@@H:39]1[C@H:38]([OH:58])[C@@H:37]([CH2:36][OH:35])[O:41][C@H:40]1[N:42]1[CH:49]=[C:48]([CH3:50])[C:46](=[O:47])[NH:45][C:43]1=[O:44]. The yield is 0.925. (6) The reactants are [CH:1]1([C:5]2[C:13]([C:14]3[NH:15][C:16]([CH2:19][CH3:20])=[CH:17][N:18]=3)=[CH:12][C:8]([C:9]([OH:11])=O)=[C:7]([CH3:21])[CH:6]=2)[CH2:4][CH2:3][CH2:2]1.Cl.[NH:23]1[CH2:28][CH2:27][CH:26]([C:29]2[CH:36]=[CH:35][C:32]([C:33]#[N:34])=[CH:31][CH:30]=2)[CH2:25][CH2:24]1.CCN=C=NCCCN(C)C.Cl. The catalyst is CN(C)C=O.CN(C)C1C=CN=CC=1. The product is [CH:1]1([C:5]2[C:13]([C:14]3[NH:15][C:16]([CH2:19][CH3:20])=[CH:17][N:18]=3)=[CH:12][C:8]([C:9]([N:23]3[CH2:28][CH2:27][CH:26]([C:29]4[CH:36]=[CH:35][C:32]([C:33]#[N:34])=[CH:31][CH:30]=4)[CH2:25][CH2:24]3)=[O:11])=[C:7]([CH3:21])[CH:6]=2)[CH2:4][CH2:3][CH2:2]1. The yield is 0.290. (7) The reactants are [N+:1]([C:4]1[CH:5]=[C:6]([C:11]2[CH:16]=[CH:15][CH:14]=[CH:13][C:12]=2[C:17]([F:20])([F:19])[F:18])[CH:7]=[CH:8][C:9]=1[NH2:10])([O-:3])=[O:2].[I:21]I. The catalyst is S([O-])([O-])(=O)=O.[Ag+2].CCO. The product is [I:21][C:8]1[CH:7]=[C:6]([C:11]2[CH:16]=[CH:15][CH:14]=[CH:13][C:12]=2[C:17]([F:18])([F:19])[F:20])[CH:5]=[C:4]([N+:1]([O-:3])=[O:2])[C:9]=1[NH2:10]. The yield is 0.830. (8) The reactants are Br[C:2]1[CH:11]=[CH:10][CH:9]=[CH:8][C:3]=1[CH2:4][N:5]([CH3:7])[CH3:6].C(O)(C)C.C(=O)=O.C([Li])CCC.[B:24](OC)([O:27][CH3:28])[O:25][CH3:26]. The catalyst is O1CCCC1. The product is [CH3:6][N:5]([CH2:4][C:3]1[CH:8]=[CH:9][CH:10]=[CH:11][C:2]=1[B:24]([O:27][CH3:28])[O:25][CH3:26])[CH3:7]. The yield is 0.615. (9) The reactants are Cl[CH2:2][C:3]1[N:4]=[C:5]2[S:12][CH:11]=[C:10]([CH3:13])[N:6]2[C:7](=[O:9])[CH:8]=1.ClCC1N(C)N=C(C)N=1.[Cl:23][C:24]1[C:25]([O:47][CH3:48])=[CH:26][C:27]([O:45][CH3:46])=[C:28]([CH2:30][CH2:31][C:32]2([CH:40]3[CH2:44][CH2:43][CH2:42][CH2:41]3)[O:37][C:36](=[O:38])[CH2:35][C:34](=[O:39])[CH2:33]2)[CH:29]=1. No catalyst specified. The product is [Cl:23][C:24]1[C:25]([O:47][CH3:48])=[CH:26][C:27]([O:45][CH3:46])=[C:28]([CH2:30][CH2:31][C:32]2([CH:40]3[CH2:44][CH2:43][CH2:42][CH2:41]3)[O:37][C:36](=[O:38])[C:35]([CH2:2][C:3]3[N:4]=[C:5]4[S:12][CH:11]=[C:10]([CH3:13])[N:6]4[C:7](=[O:9])[CH:8]=3)=[C:34]([OH:39])[CH2:33]2)[CH:29]=1. The yield is 0.180. (10) The reactants are [C:9](O[C:9]([O:11][C:12]([CH3:15])(C)C)=[O:10])([O:11][C:12](C)(C)[CH3:15])=[O:10].[NH2:16][C@H:17]1[CH2:22][CH2:21][C@H:20]([NH:23][C:24]2[CH:25]=[C:26]([NH:50][CH:51]3[CH2:53][CH2:52]3)[C:27]3[N:28]([C:30]([C:33]([NH:35][C:36]4[CH:41]=[C:40]([O:42]CC5C=CC=CC=5)[N:39]=[CH:38][N:37]=4)=[O:34])=[CH:31][N:32]=3)[N:29]=2)[CH2:19][CH2:18]1.[CH3:54][O:55]CCO.C(O)(C(F)(F)F)=O. The catalyst is C(Cl)Cl.CN(C1C=CN=CC=1)C. The product is [CH:51]1([NH:50][C:26]2[C:27]3[N:28]([C:30]([C:33](=[O:34])[NH:35][C:36]4[CH:41]=[C:40]([OH:42])[N:39]=[CH:38][N:37]=4)=[CH:31][N:32]=3)[N:29]=[C:24]([NH:23][C@H:20]3[CH2:21][CH2:22][C@H:17]([NH:16][C:9](=[O:10])[O:11][CH2:12][CH2:15][O:55][CH3:54])[CH2:18][CH2:19]3)[CH:25]=2)[CH2:52][CH2:53]1. The yield is 0.251.